Dataset: Catalyst prediction with 721,799 reactions and 888 catalyst types from USPTO. Task: Predict which catalyst facilitates the given reaction. (1) Reactant: [NH2:1][C:2]1[CH:7]=[C:6]([N+:8]([O-:10])=[O:9])[CH:5]=[CH:4][C:3]=1[OH:11].[CH2:12]([C:15](Cl)=[O:16])[CH2:13][CH3:14].N1C=CC=CC=1. Product: [OH:11][C:3]1[CH:4]=[CH:5][C:6]([N+:8]([O-:10])=[O:9])=[CH:7][C:2]=1[NH:1][C:15](=[O:16])[CH2:12][CH2:13][CH3:14]. The catalyst class is: 49. (2) Reactant: [CH:1]([C:4]1[O:8][C:7]([C:9]2[CH:17]=[CH:16][C:12]([C:13]([NH2:15])=[O:14])=[CH:11][CH:10]=2)=[N:6][N:5]=1)([CH3:3])[CH3:2].C(Cl)(=O)[C:19](Cl)=[O:20]. Product: [CH:1]([C:4]1[O:8][C:7]([C:9]2[CH:17]=[CH:16][C:12]([C:13]([N:15]=[C:19]=[O:20])=[O:14])=[CH:11][CH:10]=2)=[N:6][N:5]=1)([CH3:3])[CH3:2]. The catalyst class is: 344. (3) Reactant: [N:1]1[CH:6]=[CH:5][CH:4]=[C:3](B(O)O)[CH:2]=1.Br[C:11]1[CH:12]=[C:13]2[C:17](=[CH:18][CH:19]=1)[NH:16][C:15]1[C:20]([CH3:24])=[N:21][CH:22]=[CH:23][C:14]2=1.C([O-])([O-])=O.[K+].[K+]. Product: [N:1]1[CH:6]=[CH:5][CH:4]=[C:3]([C:11]2[CH:12]=[C:13]3[C:17](=[CH:18][CH:19]=2)[NH:16][C:15]2[C:20]([CH3:24])=[N:21][CH:22]=[CH:23][C:14]3=2)[CH:2]=1. The catalyst class is: 77. (4) Reactant: [CH:1]1([CH2:4][N:5]2[CH2:23][CH2:22][C@:12]34[C:13]5[C:14]6[O:21][C@H:11]3[C:10](=[O:24])[CH2:9][CH2:8][C@@:7]4([O:25][CH2:26][CH3:27])[C@H:6]2[CH2:19][C:18]=5[CH:17]=[CH:16][C:15]=6[OH:20])[CH2:3][CH2:2]1.C1C=C(Cl)C=C(C(OO)=[O:36])C=1.C([O-])([O-])=O.[K+].[K+]. Product: [CH:1]1([CH2:4][N+:5]2([O-:36])[CH2:23][CH2:22][C@:12]34[C:13]5[C:14]6[O:21][C@H:11]3[C:10](=[O:24])[CH2:9][CH2:8][C@@:7]4([O:25][CH2:26][CH3:27])[C@H:6]2[CH2:19][C:18]=5[CH:17]=[CH:16][C:15]=6[OH:20])[CH2:2][CH2:3]1. The catalyst class is: 147. (5) Reactant: [CH2:1]([NH:8][C:9](=[C:12]([N:15]=[CH:16][C:17]1[CH:22]=[CH:21][CH:20]=[CH:19][CH:18]=1)[C:13]#[N:14])[C:10]#[N:11])[C:2]1[CH:7]=[CH:6][CH:5]=[CH:4][CH:3]=1.CO.[BH4-].[Na+]. Product: [CH2:1]([NH:8][C:9](=[C:12]([NH:15][CH2:16][C:17]1[CH:22]=[CH:21][CH:20]=[CH:19][CH:18]=1)[C:13]#[N:14])[C:10]#[N:11])[C:2]1[CH:3]=[CH:4][CH:5]=[CH:6][CH:7]=1. The catalyst class is: 7. (6) Product: [O:33]=[C:22]1[N:21]2[CH2:27][C@@H:24]([CH2:25][CH2:26][C@@H:20]2[C:18]([NH:17][NH:16][C:14]([C@@H:10]2[CH2:11][CH2:12][CH2:13][NH:8][CH2:9]2)=[O:15])=[O:19])[N:23]1[O:28][CH2:29][C:30]([OH:32])=[O:31]. Reactant: C(OC([N:8]1[CH2:13][CH2:12][CH2:11][C@@H:10]([C:14]([NH:16][NH:17][C:18]([C@H:20]2[CH2:26][CH2:25][C@@H:24]3[CH2:27][N:21]2[C:22](=[O:33])[N:23]3[O:28][CH2:29][C:30]([OH:32])=[O:31])=[O:19])=[O:15])[CH2:9]1)=O)(C)(C)C.FC(F)(F)C(O)=O. The catalyst class is: 4.